This data is from Forward reaction prediction with 1.9M reactions from USPTO patents (1976-2016). The task is: Predict the product of the given reaction. Given the reactants [F:1][C:2]1[CH:3]=[CH:4][C:5]([O:18][CH:19]([CH3:21])[CH3:20])=[C:6]([N:8]2[CH2:13][CH2:12][N:11]([CH2:14][CH2:15][CH2:16][NH2:17])[CH2:10][CH2:9]2)[CH:7]=1.[C:22]1(=O)[O:28][C:26](=[O:27])[CH2:25][C:23]1=[CH2:24], predict the reaction product. The product is: [F:1][C:2]1[CH:3]=[CH:4][C:5]([O:18][CH:19]([CH3:21])[CH3:20])=[C:6]([N:8]2[CH2:13][CH2:12][N:11]([CH2:14][CH2:15][CH2:16][N:17]3[C:26](=[O:27])[CH2:25][C:23](=[CH2:24])[C:22]3=[O:28])[CH2:10][CH2:9]2)[CH:7]=1.